From a dataset of Reaction yield outcomes from USPTO patents with 853,638 reactions. Predict the reaction yield, written as a fraction of the theoretical maximum amount of product (1.0 means a 100% yield; for example, 0.34 means a 34% yield). (1) The reactants are [CH3:1][O-:2].[Na+].C[O:5][C:6]([C:8]1[CH:12]=[C:11]([C:13]2[CH:18]=[N:17][C:16]([CH3:19])=[CH:15][N:14]=2)[N:10]([C:20]2[N:21]=[N:22][C:23](Cl)=[CH:24][CH:25]=2)[N:9]=1)=[O:7].O.Cl. The catalyst is CO. The product is [CH3:1][O:2][C:23]1[N:22]=[N:21][C:20]([N:10]2[C:11]([C:13]3[CH:18]=[N:17][C:16]([CH3:19])=[CH:15][N:14]=3)=[CH:12][C:8]([C:6]([OH:5])=[O:7])=[N:9]2)=[CH:25][CH:24]=1. The yield is 0.890. (2) The reactants are Br[CH2:2][C:3]([C:5]1[CH:10]=[CH:9][C:8]([Br:11])=[C:7]([Cl:12])[CH:6]=1)=O.[NH2:13][C:14]([NH2:16])=[S:15]. The catalyst is CCO. The product is [Br:11][C:8]1[CH:9]=[CH:10][C:5]([C:3]2[N:13]=[C:14]([NH2:16])[S:15][CH:2]=2)=[CH:6][C:7]=1[Cl:12]. The yield is 0.560.